From a dataset of Full USPTO retrosynthesis dataset with 1.9M reactions from patents (1976-2016). Predict the reactants needed to synthesize the given product. (1) Given the product [Cl:14][C:13]1[C:3]2[CH2:2][N:31]([CH2:30][C:18]3[CH:19]=[N:20][C:21]([O:22][CH2:23][C:24]([F:29])([F:28])[CH:25]([F:27])[F:26])=[C:16]([CH3:15])[CH:17]=3)[C:5](=[O:7])[C:4]=2[CH:10]=[CH:11][N:12]=1, predict the reactants needed to synthesize it. The reactants are: Br[CH2:2][C:3]1[C:13]([Cl:14])=[N:12][CH:11]=[CH:10][C:4]=1[C:5]([O:7]CC)=O.[CH3:15][C:16]1[CH:17]=[C:18]([CH2:30][NH2:31])[CH:19]=[N:20][C:21]=1[O:22][CH2:23][C:24]([F:29])([F:28])[CH:25]([F:27])[F:26]. (2) Given the product [CH:11]1([NH:10][C:8](=[O:9])[C:6]2[CH:5]=[CH:4][C:3]([OH:14])=[C:2]([CH:15]3[CH2:17][CH2:16]3)[N:7]=2)[CH2:13][CH2:12]1, predict the reactants needed to synthesize it. The reactants are: Cl[C:2]1[N:7]=[C:6]([C:8]([NH:10][CH:11]2[CH2:13][CH2:12]2)=[O:9])[CH:5]=[CH:4][C:3]=1[OH:14].[CH:15]1(B(O)O)[CH2:17][CH2:16]1.C([O-])([O-])=O.[K+].[K+]. (3) Given the product [CH3:13][O:12][C:8]1[CH:9]=[C:10]2[C:5](=[CH:6][CH:7]=1)[C:4](=[O:14])[N:3]([CH3:15])[CH:2]=[C:11]2[B:19]1[O:20][C:21]([CH3:23])([CH3:22])[C:17]([CH3:33])([CH3:16])[O:18]1, predict the reactants needed to synthesize it. The reactants are: Br[C:2]1[N:3]([CH3:15])[C:4](=[O:14])[C:5]2[C:10]([CH:11]=1)=[CH:9][C:8]([O:12][CH3:13])=[CH:7][CH:6]=2.[CH3:16][C:17]1([CH3:33])[C:21]([CH3:23])([CH3:22])[O:20][B:19]([B:19]2[O:20][C:21]([CH3:23])([CH3:22])[C:17]([CH3:33])([CH3:16])[O:18]2)[O:18]1. (4) Given the product [N+:1]([C:21]1[CH:20]=[CH:19][C:18]([OH:23])=[C:17]([O:16][C:15]([F:14])([F:25])[F:24])[CH:22]=1)([O-:4])=[O:2], predict the reactants needed to synthesize it. The reactants are: [N+:1]([O-:4])([O-])=[O:2].[Bi+3].[N+]([O-])([O-])=O.[N+]([O-])([O-])=O.[F:14][C:15]([F:25])([F:24])[O:16][C:17]1[CH:22]=[CH:21][CH:20]=[CH:19][C:18]=1[OH:23].